This data is from Catalyst prediction with 721,799 reactions and 888 catalyst types from USPTO. The task is: Predict which catalyst facilitates the given reaction. (1) Reactant: Cl[C:2]1[CH:3]=[N:4][CH:5]=[C:6]([CH3:19])[C:7]=1[C:8]1[O:12][N:11]=[C:10]([C:13]2[CH:18]=[CH:17][CH:16]=[CH:15][N:14]=2)[N:9]=1.B1([C:26]2[CH:31]=[CH:30][CH:29]=[N:28][CH:27]=2)OCCCO1.COCCOC.C(=O)([O-])[O-].[Na+].[Na+]. Product: [CH3:19][C:6]1[CH:5]=[N:4][CH:3]=[C:2]([C:26]2[CH:27]=[N:28][CH:29]=[CH:30][CH:31]=2)[C:7]=1[C:8]1[O:12][N:11]=[C:10]([C:13]2[CH:18]=[CH:17][CH:16]=[CH:15][N:14]=2)[N:9]=1. The catalyst class is: 668. (2) Reactant: [Cl:1][C:2]1[CH:10]=[CH:9][C:8]([C:11]2[N:12]([C:22]([O:24][C:25]([CH3:28])([CH3:27])[CH3:26])=[O:23])[C:13]3[C:18]([CH:19]=2)=[CH:17][C:16]([CH:20]=O)=[CH:15][CH:14]=3)=[C:7]2[C:3]=1[CH2:4][NH:5][C:6]2=[O:29].[NH2:30][C:31]1[CH:40]=[CH:39][C:34]([NH:35]C(=O)C)=[CH:33][CH:32]=1.C(O)(=O)C.C(O[BH-](OC(=O)C)OC(=O)C)(=O)C.[Na+].Cl. Product: [Cl:1][C:2]1[CH:10]=[CH:9][C:8]([C:11]2[N:12]([C:22]([O:24][C:25]([CH3:26])([CH3:27])[CH3:28])=[O:23])[C:13]3[C:18]([CH:19]=2)=[CH:17][C:16]([CH2:20][NH:30][C:31]2[CH:40]=[CH:39][C:34]([NH2:35])=[CH:33][CH:32]=2)=[CH:15][CH:14]=3)=[C:7]2[C:3]=1[CH2:4][NH:5][C:6]2=[O:29]. The catalyst class is: 10. (3) Reactant: [NH2:1][C:2]1[N:7]=[CH:6][C:5](/[C:8](=[CH:18]\[CH:19]2[CH2:23][CH2:22][CH2:21][CH2:20]2)/[C:9]([NH:11][C:12]2[S:13][C:14]([Cl:17])=[CH:15][N:16]=2)=[O:10])=[CH:4][CH:3]=1.N1C=CC=CC=1.[CH3:30][S:31](Cl)(=[O:33])=[O:32]. Product: [Cl:17][C:14]1[S:13][C:12]([NH:11][C:9](=[O:10])/[C:8](/[C:5]2[CH:6]=[N:7][C:2]([NH:1][S:31]([CH3:30])(=[O:33])=[O:32])=[CH:3][CH:4]=2)=[CH:18]/[CH:19]2[CH2:23][CH2:22][CH2:21][CH2:20]2)=[N:16][CH:15]=1. The catalyst class is: 158. (4) Reactant: C([O:3][C:4](=[O:43])[C:5]([O:8][C:9]1[CH:14]=[CH:13][C:12]([O:15][CH2:16][CH2:17][C:18]2[N:19]=[C:20]([C:24]3[CH:29]=[CH:28][C:27]([C:30]4[CH:35]=[CH:34][CH:33]=[CH:32][CH:31]=4)=[CH:26][CH:25]=3)[O:21][C:22]=2[CH3:23])=[CH:11][C:10]=1[CH2:36][CH:37]1[CH2:42][CH2:41][CH2:40][CH2:39][CH2:38]1)([CH3:7])[CH3:6])C.[OH-].[Na+]. Product: [C:27]1([C:30]2[CH:35]=[CH:34][CH:33]=[CH:32][CH:31]=2)[CH:26]=[CH:25][C:24]([C:20]2[O:21][C:22]([CH3:23])=[C:18]([CH2:17][CH2:16][O:15][C:12]3[CH:13]=[CH:14][C:9]([O:8][C:5]([CH3:7])([CH3:6])[C:4]([OH:43])=[O:3])=[C:10]([CH2:36][CH:37]4[CH2:38][CH2:39][CH2:40][CH2:41][CH2:42]4)[CH:11]=3)[N:19]=2)=[CH:29][CH:28]=1. The catalyst class is: 8.